This data is from NCI-60 drug combinations with 297,098 pairs across 59 cell lines. The task is: Regression. Given two drug SMILES strings and cell line genomic features, predict the synergy score measuring deviation from expected non-interaction effect. (1) Drug 1: CCC1(CC2CC(C3=C(CCN(C2)C1)C4=CC=CC=C4N3)(C5=C(C=C6C(=C5)C78CCN9C7C(C=CC9)(C(C(C8N6C=O)(C(=O)OC)O)OC(=O)C)CC)OC)C(=O)OC)O.OS(=O)(=O)O. Drug 2: CS(=O)(=O)CCNCC1=CC=C(O1)C2=CC3=C(C=C2)N=CN=C3NC4=CC(=C(C=C4)OCC5=CC(=CC=C5)F)Cl. Cell line: UACC62. Synergy scores: CSS=27.6, Synergy_ZIP=4.68, Synergy_Bliss=9.19, Synergy_Loewe=-9.54, Synergy_HSA=9.53. (2) Drug 1: CC1=C(C=C(C=C1)NC2=NC=CC(=N2)N(C)C3=CC4=NN(C(=C4C=C3)C)C)S(=O)(=O)N.Cl. Drug 2: C1CC(C1)(C(=O)O)C(=O)O.[NH2-].[NH2-].[Pt+2]. Cell line: HOP-92. Synergy scores: CSS=43.0, Synergy_ZIP=-0.846, Synergy_Bliss=-1.29, Synergy_Loewe=-2.69, Synergy_HSA=-0.0134. (3) Drug 1: CC1=C2C(C(=O)C3(C(CC4C(C3C(C(C2(C)C)(CC1OC(=O)C(C(C5=CC=CC=C5)NC(=O)OC(C)(C)C)O)O)OC(=O)C6=CC=CC=C6)(CO4)OC(=O)C)OC)C)OC. Drug 2: C1=CN(C(=O)N=C1N)C2C(C(C(O2)CO)O)O.Cl. Cell line: OVCAR-8. Synergy scores: CSS=76.5, Synergy_ZIP=5.45, Synergy_Bliss=4.13, Synergy_Loewe=7.40, Synergy_HSA=9.39. (4) Drug 1: COC1=CC(=CC(=C1O)OC)C2C3C(COC3=O)C(C4=CC5=C(C=C24)OCO5)OC6C(C(C7C(O6)COC(O7)C8=CC=CS8)O)O. Cell line: LOX IMVI. Synergy scores: CSS=38.8, Synergy_ZIP=0.912, Synergy_Bliss=2.78, Synergy_Loewe=4.40, Synergy_HSA=5.62. Drug 2: CC(C1=C(C=CC(=C1Cl)F)Cl)OC2=C(N=CC(=C2)C3=CN(N=C3)C4CCNCC4)N. (5) Drug 1: C1C(C(OC1N2C=NC3=C(N=C(N=C32)Cl)N)CO)O. Drug 2: CC1=C(C(=CC=C1)Cl)NC(=O)C2=CN=C(S2)NC3=CC(=NC(=N3)C)N4CCN(CC4)CCO. Cell line: LOX IMVI. Synergy scores: CSS=3.41, Synergy_ZIP=-4.04, Synergy_Bliss=3.69, Synergy_Loewe=-5.51, Synergy_HSA=-6.03. (6) Drug 1: C1CCC(C1)C(CC#N)N2C=C(C=N2)C3=C4C=CNC4=NC=N3. Drug 2: C(CC(=O)O)C(=O)CN.Cl. Cell line: SNB-19. Synergy scores: CSS=10.4, Synergy_ZIP=1.23, Synergy_Bliss=4.32, Synergy_Loewe=1.26, Synergy_HSA=1.26. (7) Drug 1: CCC1=CC2CC(C3=C(CN(C2)C1)C4=CC=CC=C4N3)(C5=C(C=C6C(=C5)C78CCN9C7C(C=CC9)(C(C(C8N6C)(C(=O)OC)O)OC(=O)C)CC)OC)C(=O)OC.C(C(C(=O)O)O)(C(=O)O)O. Drug 2: C1=C(C(=O)NC(=O)N1)F. Cell line: IGROV1. Synergy scores: CSS=58.4, Synergy_ZIP=5.63, Synergy_Bliss=4.37, Synergy_Loewe=7.93, Synergy_HSA=9.23. (8) Drug 1: CC(CN1CC(=O)NC(=O)C1)N2CC(=O)NC(=O)C2. Synergy scores: CSS=39.2, Synergy_ZIP=-2.82, Synergy_Bliss=-2.75, Synergy_Loewe=-24.9, Synergy_HSA=-0.953. Drug 2: CC1C(C(CC(O1)OC2CC(CC3=C2C(=C4C(=C3O)C(=O)C5=CC=CC=C5C4=O)O)(C(=O)C)O)N)O. Cell line: DU-145. (9) Drug 1: CC1OCC2C(O1)C(C(C(O2)OC3C4COC(=O)C4C(C5=CC6=C(C=C35)OCO6)C7=CC(=C(C(=C7)OC)O)OC)O)O. Drug 2: C(=O)(N)NO. Cell line: HOP-92. Synergy scores: CSS=29.9, Synergy_ZIP=-12.7, Synergy_Bliss=-4.56, Synergy_Loewe=-33.5, Synergy_HSA=-2.64. (10) Drug 1: C1CCN(CC1)CCOC2=CC=C(C=C2)C(=O)C3=C(SC4=C3C=CC(=C4)O)C5=CC=C(C=C5)O. Drug 2: C(=O)(N)NO. Synergy scores: CSS=2.35, Synergy_ZIP=-1.28, Synergy_Bliss=-0.560, Synergy_Loewe=0.465, Synergy_HSA=0.812. Cell line: SNB-19.